This data is from Catalyst prediction with 721,799 reactions and 888 catalyst types from USPTO. The task is: Predict which catalyst facilitates the given reaction. (1) Reactant: C[O:2][C:3]1[C:4]([CH3:33])=[C:5]([C:24]([O:31]C)=[C:25]([O:29][CH3:30])[C:26]=1[O:27][CH3:28])[CH2:6][C:7]1[CH:8]=[CH:9][C:10]([C:16]2[CH:21]=[CH:20][C:19]([O:22][CH3:23])=[CH:18][CH:17]=2)=[C:11]([CH:15]=1)[C:12]([OH:14])=[O:13].O=[N+]([O-])[O-].[O-][N+](=O)[O-].[O-][N+](=O)[O-].[O-][N+](=O)[O-].[O-][N+](=O)[O-].[O-][N+](=O)[O-].[Ce+4].[NH4+].[NH4+]. Product: [CH3:28][O:27][C:26]1[C:3](=[O:2])[C:4]([CH3:33])=[C:5]([CH2:6][C:7]2[CH:8]=[CH:9][C:10]([C:16]3[CH:17]=[CH:18][C:19]([O:22][CH3:23])=[CH:20][CH:21]=3)=[C:11]([CH:15]=2)[C:12]([OH:14])=[O:13])[C:24](=[O:31])[C:25]=1[O:29][CH3:30]. The catalyst class is: 47. (2) Reactant: F[P-](F)(F)(F)(F)F.N1(OC(N(C)C)=[N+](C)C)C2N=CC=CC=2N=N1.[NH2:25][C:26]1[CH:31]=[CH:30][C:29]([N:32]2[CH2:37][CH2:36][CH2:35][N:34]([CH2:38][CH2:39][OH:40])[C:33]2=[O:41])=[CH:28][CH:27]=1.C(N(CC)C(C)C)(C)C.[Cl:51][C:52]1[CH:53]=[CH:54][C:55]([NH:58][C:59]([C:61]2[C:62]([C:67](O)=[O:68])=[N:63][CH:64]=[CH:65][N:66]=2)=[O:60])=[N:56][CH:57]=1. Product: [Cl:51][C:52]1[CH:53]=[CH:54][C:55]([NH:58][C:59]([C:61]2[C:62]([C:67]([NH:25][C:26]3[CH:27]=[CH:28][C:29]([N:32]4[CH2:37][CH2:36][CH2:35][N:34]([CH2:38][CH2:39][OH:40])[C:33]4=[O:41])=[CH:30][CH:31]=3)=[O:68])=[N:63][CH:64]=[CH:65][N:66]=2)=[O:60])=[N:56][CH:57]=1. The catalyst class is: 139. (3) The catalyst class is: 8. Product: [CH3:1][O:2][C:3](=[O:27])[C@H:4]([NH:19][C:20]([O:22][C:23]([CH3:24])([CH3:25])[CH3:26])=[O:21])[C:5]1[CH:6]=[CH:7][C:8]([O:11][CH2:12][CH2:13][N:28]2[CH2:33][CH2:32][O:31][CH2:30][CH2:29]2)=[CH:9][CH:10]=1. Reactant: [CH3:1][O:2][C:3](=[O:27])[C@H:4]([NH:19][C:20]([O:22][C:23]([CH3:26])([CH3:25])[CH3:24])=[O:21])[C:5]1[CH:10]=[CH:9][C:8]([O:11][CH2:12][CH2:13]OS(C)(=O)=O)=[CH:7][CH:6]=1.[NH:28]1[CH2:33][CH2:32][O:31][CH2:30][CH2:29]1. (4) Reactant: [NH2:1][C:2]1[CH:3]=[C:4]([CH:9]=[CH:10][C:11]=1[OH:12])[C:5]([O:7][CH3:8])=[O:6].[C:13]([O:17][C:18](O[C:18]([O:17][C:13]([CH3:16])([CH3:15])[CH3:14])=[O:19])=[O:19])([CH3:16])([CH3:15])[CH3:14]. Product: [CH3:8][O:7][C:5](=[O:6])[C:4]1[CH:9]=[CH:10][C:11]([OH:12])=[C:2]([NH:1][C:18]([O:17][C:13]([CH3:16])([CH3:15])[CH3:14])=[O:19])[CH:3]=1. The catalyst class is: 1.